From a dataset of Experimentally validated miRNA-target interactions with 360,000+ pairs, plus equal number of negative samples. Binary Classification. Given a miRNA mature sequence and a target amino acid sequence, predict their likelihood of interaction. (1) The miRNA is hsa-miR-6513-5p with sequence UUUGGGAUUGACGCCACAUGUCU. The protein sequence of the target gene is METPPLPPACTKQGHQKPLDSKDDNTEKHCPVTVNPWHMKKAFKVMNELRSQNLLCDVTIVAEDMEISAHRVVLAACSPYFHAMFTGEMSESRAKRVRIKEVDGWTLRMLIDYVYTAEIQVTEENVQVLLPAAGLLQLQDVKKTCCEFLESQLHPVNCLGIRAFADMHACTDLLNKANTYAEQHFADVVLSEEFLNLGIEQVCSLISSDKLTISSEEKVFEAVIAWVNHDKDVRQEFMARLMEHVRLPLLPREYLVQRVEEEALVKNSSACKDYLIEAMKYHLLPTEQRILMKSVRTRLR.... Result: 0 (no interaction). (2) The miRNA is mmu-miR-124-3p with sequence UAAGGCACGCGGUGAAUGCC. The protein sequence of the target gene is MASEKPQDLMVTCTAPVNIAVIKYWGKRDEALILPINSSLSVTLHQDQLKTTTTVAISKDFTEDRIWLNGREEDVGQPRLQACLREIRRLARKRRSTEDGDTLPLSLSYKVHVASVNNFPTAAGLASSAAGYACLAYTLAQVYGVEGDLSEVARRGSGSACRSLYGGFVEWQMGEQADGKDSIARQIAPEWHWPQLRILILVVSADKKQTGSTVGMQTSVETSTLLKFRAESVVPERMKEMTRCIQEQDFQGFAQLTMKDSNQFHATCLDTFPPISYLNDTSRRIIQLVHRFNTHQGQTK.... Result: 1 (interaction). (3) The miRNA is hsa-miR-6796-5p with sequence UUGUGGGGUUGGAGAGCUGGCUG. The protein sequence of the target gene is MHWGLCPRGPGAAAVAAAGSFWGPARLPSRLGCLGMTRRLVVRSVAGADSPQSSSKGGRYRDTVLLPQTSFPMKLLGRQQSDMELEIQQKCGFSELYSWQRERKVKTEFCLHDGPPYANGDPHVGHALNKILKDIANRFHMMRGSKVHFVPGWDCHGLPIETKVLSELGVDAQSLSAMEIREKARSFAQAAIEKQKSAFVRWGVMADWNNCYYTFDPKYEAKQLRVFYQMYEKGLVYRSYKPVYWSPSSRTALAEAELEYNPEHVSRSIYVRFPLLRPPPKLESLTDASSPVSVLVWTTQ.... Result: 0 (no interaction). (4) The miRNA is mmu-miR-6964-3p with sequence UUUCUUGUCUUCCACUCUAG. The protein sequence of the target gene is MEGQDEVSAREQHFHSQVRESTICFLLFAILYVVSYFIITRYKRKSDEQEDEDAIVNRISLFLSTFTLAVSAGAVLLLPFSIISNEILLSFPQNYYIQWLNGSLIHGLWNLASLFSNLCLFVLMPFAFFFLESEGFAGLKKGIRARILETLVMLLLLALLILGIVWVASALIDNDAASMESLYDLWEFYLPYLYSCISLMGCLLLLLCTPVGLSRMFTVMGQLLVKPTILEDLDEQIYIITLEEEALQRRLNGLSSSVEYNIMELEQELENVKTLKTKLERRKKASAWERNLVYPAVMVL.... Result: 0 (no interaction). (5) The miRNA is hsa-miR-888-5p with sequence UACUCAAAAAGCUGUCAGUCA. The protein sequence of the target gene is MLRAGWLRGAAALALLLAARVVAAFEPITVGLAIGAASAITGYLSYNDIYCRFAECCREERPLNASALKLDLEEKLFGQHLATEVIFKALTGFRNNKNPKKPLTLSLHGWAGTGKNFVSQIVAENLHPKGLKSNFVHLFVSTLHFPHEQKIKLYQDQLQKWIRGNVSACANSVFIFDEMDKLHPGIIDAIKPFLDYYEQVDGVSYRKAIFIFLSNAGGDLITKTALDFWRAGRKREDIQLKDLEPVLSVGVFNNKHSGLWHSGLIDKNLIDYFIPFLPLEYRHVKMCVRAEMRARGSAID.... Result: 1 (interaction).